This data is from Full USPTO retrosynthesis dataset with 1.9M reactions from patents (1976-2016). The task is: Predict the reactants needed to synthesize the given product. (1) Given the product [NH2:8][C:5]1[N:6]=[CH:7][C:2]([C:20]2[CH2:25][CH2:24][N:23]([C:26]([O:28][C:29]([CH3:32])([CH3:31])[CH3:30])=[O:27])[CH2:22][CH:21]=2)=[CH:3][C:4]=1[N+:9]([O-:11])=[O:10], predict the reactants needed to synthesize it. The reactants are: Br[C:2]1[CH:3]=[C:4]([N+:9]([O-:11])=[O:10])[C:5]([NH2:8])=[N:6][CH:7]=1.CC1(C)C(C)(C)OB([C:20]2[CH2:25][CH2:24][N:23]([C:26]([O:28][C:29]([CH3:32])([CH3:31])[CH3:30])=[O:27])[CH2:22][CH:21]=2)O1.C([O-])([O-])=O.[K+].[K+]. (2) Given the product [C:1]1([P:7]([C@@H:18]2[C@@H:19]3[C:22]([CH3:24])([CH3:23])[C@@:16]([CH3:15])([CH2:21][CH2:20]3)[C@H:17]2[C:25]2[CH:30]=[CH:29][CH:28]=[CH:27][N:26]=2)([C:8]2[CH:13]=[CH:12][CH:11]=[CH:10][CH:9]=2)=[O:14])[CH:2]=[CH:3][CH:4]=[CH:5][CH:6]=1, predict the reactants needed to synthesize it. The reactants are: [C:1]1([PH:7](=[O:14])[C:8]2[CH:13]=[CH:12][CH:11]=[CH:10][CH:9]=2)[CH:6]=[CH:5][CH:4]=[CH:3][CH:2]=1.[CH3:15][C@:16]12[C:22]([CH3:24])([CH3:23])[C@H:19]([CH2:20][CH2:21]1)[CH:18]=[C:17]2[C:25]1[CH:30]=[CH:29][CH:28]=[CH:27][N:26]=1.CC(C)([O-])C.[K+].O. (3) Given the product [CH2:1]([N:8]1[CH2:14][CH:24]([C:22]2[CH:23]=[C:18]([F:17])[C:19]([F:30])=[CH:20][C:21]=2[F:29])[CH:25]([N+:26]([O-:28])=[O:27])[CH2:9]1)[C:2]1[CH:7]=[CH:6][CH:5]=[CH:4][CH:3]=1, predict the reactants needed to synthesize it. The reactants are: [CH2:1]([N:8]([CH2:14]C#N)[CH2:9][Si](C)(C)C)[C:2]1[CH:7]=[CH:6][CH:5]=[CH:4][CH:3]=1.[F:17][C:18]1[CH:23]=[C:22](/[CH:24]=[CH:25]/[N+:26]([O-:28])=[O:27])[C:21]([F:29])=[CH:20][C:19]=1[F:30]. (4) Given the product [N:27]1[CH:28]=[CH:29][N:30]=[CH:31][C:26]=1[NH:25][C:11]([N:13]1[CH2:14][CH:15]([O:17][C:18]2[CH:23]=[CH:22][C:21]([Br:24])=[CH:20][N:19]=2)[CH2:16]1)=[O:12], predict the reactants needed to synthesize it. The reactants are: [N+](C1C=CC(O[C:11]([N:13]2[CH2:16][CH:15]([O:17][C:18]3[CH:23]=[CH:22][C:21]([Br:24])=[CH:20][N:19]=3)[CH2:14]2)=[O:12])=CC=1)([O-])=O.[NH2:25][C:26]1[CH:31]=[N:30][CH:29]=[CH:28][N:27]=1. (5) Given the product [C:34]([O:37][CH2:38][C:39]([N:31]1[CH2:32][CH2:33][CH:28]([C:25]2[N:24]=[C:23]([NH:22][C:10]3[C:9]([O:8][C:7]4[C:2]([CH3:1])=[N:3][CH:4]=[CH:5][CH:6]=4)=[CH:14][C:13]([S:15][C:16]4[CH:21]=[CH:20][CH:19]=[CH:18][N:17]=4)=[CH:12][N:11]=3)[S:27][N:26]=2)[CH2:29][CH2:30]1)=[O:40])(=[O:36])[CH3:35], predict the reactants needed to synthesize it. The reactants are: [CH3:1][C:2]1[C:7]([O:8][C:9]2[C:10]([NH:22][C:23]3[S:27][N:26]=[C:25]([CH:28]4[CH2:33][CH2:32][NH:31][CH2:30][CH2:29]4)[N:24]=3)=[N:11][CH:12]=[C:13]([S:15][C:16]3[CH:21]=[CH:20][CH:19]=[CH:18][N:17]=3)[CH:14]=2)=[CH:6][CH:5]=[CH:4][N:3]=1.[C:34]([O:37][CH2:38][C:39](Cl)=[O:40])(=[O:36])[CH3:35].